This data is from Experimentally validated miRNA-target interactions with 360,000+ pairs, plus equal number of negative samples. The task is: Binary Classification. Given a miRNA mature sequence and a target amino acid sequence, predict their likelihood of interaction. (1) Result: 0 (no interaction). The miRNA is hsa-miR-4733-5p with sequence AAUCCCAAUGCUAGACCCGGUG. The protein sequence of the target gene is MPVRRGHVAPQNTFLGTIIRKFEGQNKKFIIANARVQNCAIIYCNDGFCEMTGFSRPDVMQKPCTCDFLHGPETKRHDIAQIAQALLGSEERKVEVTYYHKNGSTFICNTHIIPVKNQEGVAMMFIINFEYVTDEENAATPERVNPILPVKTVNRKLFGFKFPGLRVLTYRKQSLPQEDPDVVVIDSSKHSDDSVAMKHFKSPTKESCSPSEADDTKALIQPSQCSPLVNISGPLDHSSPKRQWDRLYPDMLQSSSQLTHSRSRESLCSIRRASSVHDIEGFSVHPKNIFRDRHASEDNG.... (2) The miRNA is hsa-miR-196b-5p with sequence UAGGUAGUUUCCUGUUGUUGGG. The protein sequence of the target gene is MKNQDKKNGAAKQSNPKSSPGQPEAGPEGAQERPSQAAPAVEAEGPGSSQAPRKPEGAQARTAQSGALRDVSEELSRQLEDILSTYCVDNNQGGPGEDGAQGEPAEPEDAEKSRTYVARNGEPEPTPVVNGEKEPSKGDPNTEEIRQSDEVGDRDHRRPQEKKKAKGLGKEITLLMQTLNTLSTPEEKLAALCKKYAELLEEHRNSQKQMKLLQKKQSQLVQEKDHLRGEHSKAVLARSKLESLCRELQRHNRSLKEEGVQRAREEEEKRKEVTSHFQVTLNDIQLQMEQHNERNSKLRQ.... Result: 1 (interaction). (3) The miRNA is gga-miR-199-5p with sequence CCCAGUGUUCAGACUACCUGUUC. The protein sequence of the target gene is MSAVLLLALLGFILPLPGVQALLCQFGTVQHVWKVSDLPRQWTPKNTSCDSGLGCQDTLMLIESGPQVSLVLSKGCTEAKDQEPRVTEHRMGPGLSLISYTFVCRQEDFCNNLVNSLPLWAPQPPADPGSLRCPVCLSMEGCLEGTTEEICPKGTTHCYDGLLRLRGGGIFSNLRVQGCMPQPGCNLLNGTQEIGPVGMTENCNRKDFLTCHRGTTIMTHGNLAQEPTDWTTSNTEMCEVGQVCQETLLLLDVGLTSTLVGTKGCSTVGAQNSQKTTIHSAPPGVLVASYTHFCSSDLCN.... Result: 0 (no interaction). (4) The miRNA is hsa-miR-548an with sequence AAAAGGCAUUGUGGUUUUUG. The protein sequence of the target gene is MIPLQKDNQEEGVCPICQESLKEAVSTNCGHLFCRVCLTQHVEKASASGVFCCPLCRKPCSEEVLGTGYICPNHQKRVCRFCEESRLLLCVECLVSPEHMSHHELTIENALSHYKERLNRRSRKLRKDIAELQRLKAQQEKKLQALQFQVDHGNHRLEAGPESQHQTREQLGALPQQWLGQLEHMPAEAARILDISRAVTQLRSLVIDLERTAKELDTNTLKNAGDLLNRSAPQKLEVIYPQLEKGVSELLLQPPQKL. Result: 0 (no interaction). (5) The miRNA is hsa-miR-4733-5p with sequence AAUCCCAAUGCUAGACCCGGUG. The protein sequence of the target gene is MAAGTSSYWEDLRKQARQLENELDLKLVSFSKLCTSYSHSSTRDGRRDRYSSDTTPLLNGSSQDRMFETMAIEIEQLLARLTGVNDKMAEYTNSAGVPSLNAALMHTLQRHRDILQDYTHEFHKTKANFMAIRERENLMGSVRKDIESYKSGSGVNNRRTELFLKEHDHLRNSDRLIEETISIAMATKENMTSQRGMLKSIHSKMNTLANRFPAVNSLIQRINLRKRRDSLILGGVIGICTILLLLYAFH. Result: 1 (interaction). (6) The miRNA is hsa-miR-6722-3p with sequence UGCAGGGGUCGGGUGGGCCAGG. The protein sequence of the target gene is MARAAALLPSRSPPTPLLWPLLLLLLLETGAQDVRVQVLPEVRGQLGGTVELPCHLLPPVPGLYISLVTWQRPDAPANHQNVAAFHPKMGPSFPSPKPGSERLSFVSAKQSTGQDTEAELQDATLALHGLTVEDEGNYTCEFATFPKGSVRGMTWLRVIAKPKNQAEAQKVTFSQDPTTVALCISKEGRPPARISWLSSLDWEAKETQVSGTLAGTVTVTSRFTLVPSGRADGVTVTCKVEHESFEEPALIPVTLSVRYPPEVSISGYDDNWYLGRTDATLSCDVRSNPEPTGYDWSTTS.... Result: 0 (no interaction). (7) The miRNA is mmu-miR-463-3p with sequence UGAUAGACACCAUAUAAGGUAG. The protein sequence of the target gene is MALSFSLLMAVLVLSYKSICSLGCDLPQTHSLGNRRALILLAQMGRISPFSCLKDRHDFGFPQEEFDGNQFQKAQAISVLHEMIQQTFNLFSTKDSSATWEQSLLEKFSTELNQQLNDLEACVIQEVGVEETPLMNVDSILAVKKYFQRITLYLTEKKYSPCAWEVVRAEIMRSFSLSKIFQERLRRKE. Result: 0 (no interaction). (8) The protein sequence of the target gene is MSSNGTDAPAEAQAAMEEPVVQPSVVDRVAGLPLISSTYGMVSAAYTSTKENYPHVRTVCDVAEKGVKTLTTAAVSTAQPILSKLEPQIATASEYAHRGLDRLQESLPILQQPTEKVLADTKELVSSTVSGAQEMVSSSVSSAKETVATRVTGAVDVTLGAVQNSVDKTKSAMTSGVQSVMGSRVGQMVISGVDRVLVKSEAWADNRLPLTEAELALIATPPEDSDMASLQQQRQEQNYFVRLGSLSERLRNHAYEHSLGKLQNARQKAQETLQQLTSVLGLMESVKQGVDQRLGEGQEK.... The miRNA is mmu-miR-298-5p with sequence GGCAGAGGAGGGCUGUUCUUCCC. Result: 1 (interaction).